Dataset: Catalyst prediction with 721,799 reactions and 888 catalyst types from USPTO. Task: Predict which catalyst facilitates the given reaction. Reactant: [CH3:1][O:2][C:3]1[CH:8]=[CH:7][C:6]([C:9]2[C:10](=[O:17])[N:11]=[C:12](SC)[NH:13][N:14]=2)=[CH:5][CH:4]=1.CO[C:20]1[CH:25]=[CH:24][C:23]([C:26]2C(=O)NC(=S)[NH:30][N:31]=2)=[CH:22][CH:21]=1.[OH-:34].[Na+].I[CH3:37]. Product: [CH3:37][O:34][C:22]1[CH:21]=[CH:20][CH:25]=[CH:24][C:23]=1[C:26]1[N:13]2[N:14]=[C:9]([C:6]3[CH:7]=[CH:8][C:3]([O:2][CH3:1])=[CH:4][CH:5]=3)[C:10](=[O:17])[NH:11][C:12]2=[N:30][N:31]=1. The catalyst class is: 6.